This data is from Forward reaction prediction with 1.9M reactions from USPTO patents (1976-2016). The task is: Predict the product of the given reaction. (1) The product is: [C:24]([O:15][C:11]1[CH:12]=[CH:13][CH:14]=[C:9]([B:4]2[O:3][C:2]([CH3:16])([CH3:1])[C:6]([CH3:7])([CH3:8])[O:5]2)[CH:10]=1)(=[O:31])[C:25]1[CH:30]=[CH:29][CH:28]=[CH:27][CH:26]=1. Given the reactants [CH3:1][C:2]1([CH3:16])[C:6]([CH3:8])([CH3:7])[O:5][B:4]([C:9]2[CH:10]=[C:11]([OH:15])[CH:12]=[CH:13][CH:14]=2)[O:3]1.C(N(CC)CC)C.[C:24](Cl)(=[O:31])[C:25]1[CH:30]=[CH:29][CH:28]=[CH:27][CH:26]=1.O, predict the reaction product. (2) Given the reactants [Cl:1][C:2]1[N:3]=[C:4]([N:13]2[CH2:18][CH2:17][O:16][CH2:15][CH2:14]2)[C:5]2[S:10][C:9]([CH:11]=O)=[CH:8][C:6]=2[N:7]=1.[NH:19]1[CH2:24][CH2:23][CH2:22][CH2:21][CH2:20]1, predict the reaction product. The product is: [Cl:1][C:2]1[N:3]=[C:4]([N:13]2[CH2:18][CH2:17][O:16][CH2:15][CH2:14]2)[C:5]2[S:10][C:9]([CH2:11][N:19]3[CH2:24][CH2:23][CH2:22][CH2:21][CH2:20]3)=[CH:8][C:6]=2[N:7]=1. (3) Given the reactants [CH2:1]([OH:4])[CH:2]=[CH2:3].F[C:6]1[CH:7]=[C:8]([CH3:15])[CH:9]=[CH:10][C:11]=1[N+:12]([O-:14])=[O:13].[CH3:16][C:17]1[CH:23]=[CH:22][C:20]([NH2:21])=[C:19]([O:24][CH2:25][CH:26]=[CH2:27])[CH:18]=1.CC1C=CC(N)=[C:31]([O:36]CC(C)C)C=1.[NH2:41][C:42]1[S:43][CH:44]=[CH:45][N:46]=1, predict the reaction product. The product is: [CH2:1]([O:4][C:6]1[CH:7]=[C:8]([CH3:15])[CH:9]=[CH:10][C:11]=1[N+:12]([O-:14])=[O:13])[CH:2]=[CH2:3].[CH2:25]([O:24][C:19]1[CH:18]=[C:17]([CH3:16])[CH:23]=[CH:22][C:20]=1[NH:21][C:31]([NH:41][C:42]1[S:43][CH:44]=[CH:45][N:46]=1)=[O:36])[CH:26]=[CH2:27]. (4) Given the reactants [CH3:1][C:2]1[C:3]([N:9]2[CH2:14][CH2:13][N:12]([C:15]([C:17]3[CH:22]=[CH:21][C:20]([N:23]4[C:27]([CH3:29])([CH3:28])[C:26](=[O:30])[N:25](CC5C=CC(OC)=CC=5)[C:24]4=[O:40])=[CH:19][CH:18]=3)=[O:16])[CH2:11][CH2:10]2)=[N:4][CH:5]=[C:6]([CH3:8])[CH:7]=1.FC(F)(F)S(O)(=O)=O.C(=O)([O-])O.[Na+], predict the reaction product. The product is: [CH3:1][C:2]1[C:3]([N:9]2[CH2:10][CH2:11][N:12]([C:15]([C:17]3[CH:22]=[CH:21][C:20]([N:23]4[C:27]([CH3:28])([CH3:29])[C:26](=[O:30])[NH:25][C:24]4=[O:40])=[CH:19][CH:18]=3)=[O:16])[CH2:13][CH2:14]2)=[N:4][CH:5]=[C:6]([CH3:8])[CH:7]=1. (5) Given the reactants [Cl:1][C:2]1[C:11]2[C:6](=[CH:7][C:8]([C:12]3[C:17]([CH3:18])=[CH:16][CH:15]=[CH:14][N:13]=3)=[CH:9][CH:10]=2)[CH:5]=[N:4][N:3]=1.[C:19]([C:23]1[CH:29]=[CH:28][C:26]([NH2:27])=[CH:25][CH:24]=1)([CH3:22])([CH3:21])[CH3:20], predict the reaction product. The product is: [ClH:1].[C:19]([C:23]1[CH:24]=[CH:25][C:26]([NH:27][C:2]2[C:11]3[C:6](=[CH:7][C:8]([C:12]4[C:17]([CH3:18])=[CH:16][CH:15]=[CH:14][N:13]=4)=[CH:9][CH:10]=3)[CH:5]=[N:4][N:3]=2)=[CH:28][CH:29]=1)([CH3:22])([CH3:20])[CH3:21]. (6) Given the reactants [CH2:1]([O:8][C:9](=[O:29])[NH:10][C@@H:11]1[C:14](=[O:15])[N:13]([CH2:16][C:17]2[CH:22]=[CH:21][C:20]([O:23][CH3:24])=[CH:19][C:18]=2[O:25][CH3:26])[C@@H:12]1[CH2:27][OH:28])[C:2]1[CH:7]=[CH:6][CH:5]=[CH:4][CH:3]=1.[CH3:30][S:31](Cl)(=[O:33])=[O:32], predict the reaction product. The product is: [CH3:30][S:31]([O:28][CH2:27][C@@H:12]1[C@H:11]([NH:10][C:9]([O:8][CH2:1][C:2]2[CH:7]=[CH:6][CH:5]=[CH:4][CH:3]=2)=[O:29])[C:14](=[O:15])[N:13]1[CH2:16][C:17]1[CH:22]=[CH:21][C:20]([O:23][CH3:24])=[CH:19][C:18]=1[O:25][CH3:26])(=[O:33])=[O:32]. (7) Given the reactants [S:1]1[CH:5]=[CH:4][CH:3]=[C:2]1B(O)O.C([O-])([O-])=O.[Na+].[Na+].[Cl:15][C:16]1[N:21]=[C:20](Cl)[CH:19]=[CH:18][N:17]=1, predict the reaction product. The product is: [Cl:15][C:16]1[N:21]=[C:20]([C:2]2[S:1][CH:5]=[CH:4][CH:3]=2)[CH:19]=[CH:18][N:17]=1. (8) The product is: [CH2:20]([C:19]([C:16]1[CH:17]=[CH:18][C:13]([C:10]2[CH:11]=[CH:12][C:7]([CH2:6][C:5]([OH:41])=[O:4])=[C:8]([F:40])[CH:9]=2)=[C:14]([CH3:39])[CH:15]=1)([C:22]1[CH:27]=[CH:26][C:25]([O:28][CH2:29][CH:30]([OH:35])[C:31]([CH3:33])([CH3:34])[CH3:32])=[C:24]([CH3:36])[CH:23]=1)[CH2:37][CH3:38])[CH3:21]. Given the reactants [OH-].[Na+].C[O:4][C:5](=[O:41])[CH2:6][C:7]1[CH:12]=[CH:11][C:10]([C:13]2[CH:18]=[CH:17][C:16]([C:19]([CH2:37][CH3:38])([C:22]3[CH:27]=[CH:26][C:25]([O:28][CH2:29][CH:30]([OH:35])[C:31]([CH3:34])([CH3:33])[CH3:32])=[C:24]([CH3:36])[CH:23]=3)[CH2:20][CH3:21])=[CH:15][C:14]=2[CH3:39])=[CH:9][C:8]=1[F:40].[Cl-].[NH4+], predict the reaction product. (9) Given the reactants C([N:8]1[CH2:12][CH:11]([OH:13])[CH:10]([NH:14][C:15]([C:17]2[C:21]([CH3:22])=[C:20](/[CH:23]=[C:24]3\[C:25](=[O:34])[NH:26][C:27]4[C:32]\3=[CH:31][C:30]([F:33])=[CH:29][CH:28]=4)[NH:19][C:18]=2[CH3:35])=[O:16])[CH2:9]1)C1C=CC=CC=1.CN(C=O)C, predict the reaction product. The product is: [OH:13][CH:11]1[CH2:12][NH:8][CH2:9][CH:10]1[NH:14][C:15]([C:17]1[C:21]([CH3:22])=[C:20](/[CH:23]=[C:24]2\[C:25](=[O:34])[NH:26][C:27]3[C:32]\2=[CH:31][C:30]([F:33])=[CH:29][CH:28]=3)[NH:19][C:18]=1[CH3:35])=[O:16].